Predict which catalyst facilitates the given reaction. From a dataset of Catalyst prediction with 721,799 reactions and 888 catalyst types from USPTO. (1) Reactant: Cl[CH2:2][C:3]1[CH:8]=[N:7][CH:6]=[C:5]([CH3:9])[N:4]=1.[CH2:10]([NH2:12])[CH3:11]. Product: [CH2:10]([NH:12][CH2:2][C:3]1[CH:8]=[N:7][CH:6]=[C:5]([CH3:9])[N:4]=1)[CH3:11]. The catalyst class is: 1. (2) Product: [F:18][C:19]([F:32])([F:31])[S:20]([O:1][C:2]1[CH:11]=[CH:10][C:9]2[C:8](=[O:12])[CH2:7][CH2:6][CH2:5][C:4]=2[CH:3]=1)(=[O:22])=[O:21]. Reactant: [OH:1][C:2]1[CH:3]=[C:4]2[C:9](=[CH:10][CH:11]=1)[C:8](=[O:12])[CH2:7][CH2:6][CH2:5]2.C(=O)([O-])O.[Na+].[F:18][C:19]([F:32])([F:31])[S:20](O[S:20]([C:19]([F:32])([F:31])[F:18])(=[O:22])=[O:21])(=[O:22])=[O:21]. The catalyst class is: 236. (3) Reactant: I[C:2]1[C:10]2[C:5](=[CH:6][CH:7]=[CH:8][C:9]=2[N+:11]([O-])=O)[N:4]([CH2:14][C:15]2[CH:16]=[C:17]([CH:22]=[CH:23][CH:24]=2)[C:18]([O:20][CH3:21])=[O:19])[N:3]=1.[NH4+].[Cl-]. Product: [NH2:11][C:9]1[CH:8]=[CH:7][CH:6]=[C:5]2[C:10]=1[CH:2]=[N:3][N:4]2[CH2:14][C:15]1[CH:16]=[C:17]([CH:22]=[CH:23][CH:24]=1)[C:18]([O:20][CH3:21])=[O:19]. The catalyst class is: 284. (4) Reactant: Cl[C:2]1[NH:3][C:4]2[CH:10]=[C:9]([C:11]3[CH:16]=[CH:15][CH:14]=[C:13]([O:17][CH3:18])[CH:12]=3)[CH:8]=[CH:7][C:5]=2[N:6]=1.[NH:19]1[CH2:24][CH2:23][C:22]2([C:32]3[C:27](=[CH:28][CH:29]=[CH:30][CH:31]=3)[C:26](=[O:33])[O:25]2)[CH2:21][CH2:20]1. Product: [CH3:18][O:17][C:13]1[CH:12]=[C:11]([C:9]2[CH:8]=[CH:7][C:5]3[NH:6][C:2]([N:19]4[CH2:24][CH2:23][C:22]5([C:32]6[C:27](=[CH:28][CH:29]=[CH:30][CH:31]=6)[C:26](=[O:33])[O:25]5)[CH2:21][CH2:20]4)=[N:3][C:4]=3[CH:10]=2)[CH:16]=[CH:15][CH:14]=1. The catalyst class is: 44. (5) Reactant: [F:1][C:2]([F:26])([F:25])[S:3][CH2:4][CH2:5][CH2:6][CH2:7][CH2:8][CH2:9][O:10][C:11]1[CH:16]=[C:15]([S:17][CH2:18][C:19]([F:22])([F:21])[F:20])[C:14]([CH3:23])=[CH:13][C:12]=1[CH3:24].ClC1C=CC=C(C(OO)=[O:35])C=1.S([O-])([O-])(=O)=S.[Na+].[Na+].CCCCCC. Product: [F:26][C:2]([F:1])([F:25])[S:3][CH2:4][CH2:5][CH2:6][CH2:7][CH2:8][CH2:9][O:10][C:11]1[CH:16]=[C:15]([S:17]([CH2:18][C:19]([F:20])([F:21])[F:22])=[O:35])[C:14]([CH3:23])=[CH:13][C:12]=1[CH3:24]. The catalyst class is: 789. (6) Reactant: [CH:1]([C:4]1[CH:15]=[CH:14][CH:13]=[CH:12][C:5]=1[O:6][CH2:7][CH2:8][C:9]([OH:11])=O)([CH3:3])[CH3:2].C(Cl)(=O)C(Cl)=O.[Cl-].[Al+3].[Cl-].[Cl-].Cl. Product: [CH:1]([C:4]1[CH:15]=[CH:14][CH:13]=[C:12]2[C:5]=1[O:6][CH2:7][CH2:8][C:9]2=[O:11])([CH3:2])[CH3:3]. The catalyst class is: 139. (7) Reactant: [CH3:1][N:2]1[C@H:14]2[C@H:5]([CH2:6][CH2:7][C:8]3[CH:9]=[CH:10][N:11]=[CH:12][C:13]=32)[CH2:4][CH2:3]1.[I:15][CH2:16][CH2:17][CH2:18][CH2:19][CH2:20][CH2:21][CH2:22][CH3:23]. Product: [I-:15].[CH3:1][N:2]1[C@H:14]2[C@H:5]([CH2:6][CH2:7][C:8]3[CH:9]=[CH:10][N+:11]([CH2:16][CH2:17][CH2:18][CH2:19][CH2:20][CH2:21][CH2:22][CH3:23])=[CH:12][C:13]=32)[CH2:4][CH2:3]1. The catalyst class is: 52. (8) Reactant: [NH2:1][C:2]1[C:3]([Cl:28])=[N:4][C:5]2[C:10]([C:11]=1[NH:12][CH2:13][C:14]1([OH:27])[CH2:19][CH2:18][N:17]([C:20]([O:22][C:23]([CH3:26])([CH3:25])[CH3:24])=[O:21])[CH2:16][CH2:15]1)=[CH:9][CH:8]=[CH:7][CH:6]=2.Cl[C:30]1C([N+]([O-])=O)=C(Cl)C2C(=CC=CC=2)N=1.ClC1C2C(=CC=CC=2)N=CC=1[N+]([O-])=O.Cl.N1C=CC=CC=1.C(OC(OCC)OCC)C. Product: [Cl:28][C:3]1[C:2]2[N:1]=[CH:30][N:12]([CH2:13][C:14]3([OH:27])[CH2:19][CH2:18][N:17]([C:20]([O:22][C:23]([CH3:24])([CH3:25])[CH3:26])=[O:21])[CH2:16][CH2:15]3)[C:11]=2[C:10]2[CH:9]=[CH:8][CH:7]=[CH:6][C:5]=2[N:4]=1. The catalyst class is: 11.